Dataset: Reaction yield outcomes from USPTO patents with 853,638 reactions. Task: Predict the reaction yield, written as a fraction of the theoretical maximum amount of product (1.0 means a 100% yield; for example, 0.34 means a 34% yield). (1) The reactants are Cl.[CH3:2][N:3]([CH3:7])[CH2:4][CH:5]=O.[C:8]([O:11][C@@H:12]([C@:23]12[CH2:58][C:57](=[O:59])[C:56]([CH:60]([CH3:62])[CH3:61])=[C:24]1[C@@H:25]1[C@@:38]([CH3:41])([CH2:39][CH2:40]2)[C@@:37]2([CH3:42])[C@@H:28]([C@:29]3([CH3:55])[C@@H:34]([CH2:35][CH2:36]2)[C:33]([CH3:44])([CH3:43])[C@@H:32]([O:45][C:46](=[O:54])[CH2:47][C:48]([CH3:53])([CH3:52])[C:49]([OH:51])=[O:50])[CH2:31][CH2:30]3)[CH2:27][CH2:26]1)[CH2:13][NH:14][CH2:15][C:16]1[CH:21]=[CH:20][C:19]([Cl:22])=[CH:18][CH:17]=1)(=[O:10])[CH3:9].C([BH3-])#N.[Na+]. The catalyst is CO. The product is [C:8]([O:11][C@@H:12]([C@:23]12[CH2:58][C:57](=[O:59])[C:56]([CH:60]([CH3:62])[CH3:61])=[C:24]1[C@@H:25]1[C@@:38]([CH3:41])([CH2:39][CH2:40]2)[C@@:37]2([CH3:42])[C@@H:28]([C@:29]3([CH3:55])[C@@H:34]([CH2:35][CH2:36]2)[C:33]([CH3:44])([CH3:43])[C@@H:32]([O:45][C:46](=[O:54])[CH2:47][C:48]([CH3:52])([CH3:53])[C:49]([OH:51])=[O:50])[CH2:31][CH2:30]3)[CH2:27][CH2:26]1)[CH2:13][N:14]([CH2:15][C:16]1[CH:17]=[CH:18][C:19]([Cl:22])=[CH:20][CH:21]=1)[CH2:5][CH2:4][N:3]([CH3:7])[CH3:2])(=[O:10])[CH3:9]. The yield is 0.240. (2) The reactants are [N:1]1[C:10]2[C:5](=[CH:6][C:7]([CH:11]=O)=[CH:8][CH:9]=2)[CH:4]=[N:3][CH:2]=1.[S:13]1[CH2:19][C:17](=[O:18])[NH:16][C:14]1=[S:15].C([O-])(=O)C.[Na+].O. The catalyst is C(O)(=O)C. The product is [N:1]1[C:10]2[C:5](=[CH:6][C:7]([CH:11]=[C:19]3[S:13][C:14](=[S:15])[NH:16][C:17]3=[O:18])=[CH:8][CH:9]=2)[CH:4]=[N:3][CH:2]=1. The yield is 1.00. (3) The reactants are [F:1][C:2]([F:40])([F:39])[C:3]1[CH:38]=[CH:37][C:6]([CH2:7][NH:8][C:9]2[N:14]=[CH:13][C:12]([C:15]([C:18]3[C:26]4[C:21](=[N:22][CH:23]=[CH:24][CH:25]=4)[N:20]([Si](C(C)C)(C(C)C)C(C)C)[CH:19]=3)(O)[CH3:16])=[CH:11][CH:10]=2)=[CH:5][CH:4]=1.FC(F)(F)C(O)=O.C([SiH](CC)CC)C. The catalyst is C(#N)C. The product is [NH:20]1[C:21]2=[N:22][CH:23]=[CH:24][CH:25]=[C:26]2[C:18]([C:15]([C:12]2[CH:11]=[CH:10][C:9]([NH:8][CH2:7][C:6]3[CH:5]=[CH:4][C:3]([C:2]([F:1])([F:40])[F:39])=[CH:38][CH:37]=3)=[N:14][CH:13]=2)=[CH2:16])=[CH:19]1. The yield is 0.500. (4) The reactants are [K].[CH:2]([CH:4]([CH2:7][C:8]#[N:9])[C:5]#[N:6])=O.[NH2:10][CH:11]1[C:19]2[C:14](=[CH:15][CH:16]=[CH:17][CH:18]=2)[CH2:13][CH2:12]1.C(O)(=O)C.C(=O)([O-])[O-].[K+].[K+]. The catalyst is O. The product is [NH2:9][C:8]1[N:10]([CH:11]2[C:19]3[C:14](=[CH:15][CH:16]=[CH:17][CH:18]=3)[CH2:13][CH2:12]2)[CH:2]=[C:4]([C:5]#[N:6])[CH:7]=1. The yield is 0.370. (5) The reactants are [CH3:1][O:2][C:3]([C:5]1[CH:10]=[C:9]([CH2:11]Br)[N:8]2[N:13]=[CH:14][CH:15]=[C:7]2[N:6]=1)=[O:4].[C:16]([O:20][C:21]([C:23]1[C:24]([CH3:33])=[C:25]2[C:29](=[CH:30][CH:31]=1)[CH:28]([NH2:32])[CH2:27][CH2:26]2)=[O:22])([CH3:19])([CH3:18])[CH3:17].C(N(CC)CC)C. The catalyst is CN(C)C=O. The product is [CH3:1][O:2][C:3]([C:5]1[CH:10]=[C:9]([CH2:11][NH:32][CH:28]2[C:29]3[C:25](=[C:24]([CH3:33])[C:23]([C:21]([O:20][C:16]([CH3:18])([CH3:17])[CH3:19])=[O:22])=[CH:31][CH:30]=3)[CH2:26][CH2:27]2)[N:8]2[N:13]=[CH:14][CH:15]=[C:7]2[N:6]=1)=[O:4]. The yield is 0.670.